Regression. Given a peptide amino acid sequence and an MHC pseudo amino acid sequence, predict their binding affinity value. This is MHC class I binding data. From a dataset of Peptide-MHC class I binding affinity with 185,985 pairs from IEDB/IMGT. (1) The peptide sequence is TILGIGTVL. The MHC is HLA-B54:01 with pseudo-sequence HLA-B54:01. The binding affinity (normalized) is 0. (2) The peptide sequence is VSDRPMMRY. The MHC is HLA-A30:02 with pseudo-sequence HLA-A30:02. The binding affinity (normalized) is 0.529. (3) The peptide sequence is AEKPKFLPDLY. The MHC is HLA-B44:02 with pseudo-sequence HLA-B44:02. The binding affinity (normalized) is 0.444. (4) The peptide sequence is YLLAWKQVL. The MHC is HLA-A24:02 with pseudo-sequence HLA-A24:02. The binding affinity (normalized) is 0.458. (5) The peptide sequence is EVGSIRCVK. The MHC is HLA-A11:01 with pseudo-sequence HLA-A11:01. The binding affinity (normalized) is 0.464.